Dataset: Catalyst prediction with 721,799 reactions and 888 catalyst types from USPTO. Task: Predict which catalyst facilitates the given reaction. (1) Reactant: S(Cl)([Cl:3])=O.[Cl:5][C:6]1[C:14]([C:15]2[CH2:19][CH:18]([CH3:20])[O:17][N:16]=2)=[C:13]([S:21]([CH3:24])(=[O:23])=[O:22])[CH:12]=[CH:11][C:7]=1[C:8](O)=[O:9].CN(C)C=O. Product: [Cl:5][C:6]1[C:14]([C:15]2[CH2:19][CH:18]([CH3:20])[O:17][N:16]=2)=[C:13]([S:21]([CH3:24])(=[O:23])=[O:22])[CH:12]=[CH:11][C:7]=1[C:8]([Cl:3])=[O:9]. The catalyst class is: 11. (2) Reactant: [CH2:1]([O:3][C:4]1[CH:5]=[C:6]([C:13]([N:15]2[CH2:19][CH2:18][CH2:17][CH2:16]2)=[O:14])[CH:7]=[CH:8][C:9]=1[N+:10]([O-])=O)[CH3:2]. Product: [NH2:10][C:9]1[CH:8]=[CH:7][C:6]([C:13]([N:15]2[CH2:19][CH2:18][CH2:17][CH2:16]2)=[O:14])=[CH:5][C:4]=1[O:3][CH2:1][CH3:2]. The catalyst class is: 181. (3) Reactant: C([O:8][C:9]1[CH:14]=[CH:13][C:12]([N+:15]([O-:17])=[O:16])=[C:11]([F:18])[C:10]=1[Cl:19])C1C=CC=CC=1.BrB(Br)Br. Product: [Cl:19][C:10]1[C:11]([F:18])=[C:12]([N+:15]([O-:17])=[O:16])[CH:13]=[CH:14][C:9]=1[OH:8]. The catalyst class is: 2.